Task: Predict the reactants needed to synthesize the given product.. Dataset: Full USPTO retrosynthesis dataset with 1.9M reactions from patents (1976-2016) (1) Given the product [CH3:38][N:39]([CH3:40])[C:29]([C@H:27]1[CH2:28][C@@H:25]([N:8]2[C:4]3[N:5]=[CH:6][N:7]=[C:2]([NH2:1])[C:3]=3[C:10]([C:11]3[CH:16]=[CH:15][CH:14]=[C:13]([O:17][CH2:18][C:19]4[CH:20]=[CH:21][CH:22]=[CH:23][CH:24]=4)[CH:12]=3)=[CH:9]2)[CH2:26]1)=[O:30], predict the reactants needed to synthesize it. The reactants are: [NH2:1][C:2]1[C:3]2[C:10]([C:11]3[CH:16]=[CH:15][CH:14]=[C:13]([O:17][CH2:18][C:19]4[CH:24]=[CH:23][CH:22]=[CH:21][CH:20]=4)[CH:12]=3)=[CH:9][N:8]([C@@H:25]3[CH2:28][C@H:27]([C:29](O)=[O:30])[CH2:26]3)[C:4]=2[N:5]=[CH:6][N:7]=1.F[B-](F)(F)F.O=[C:38]1C=CC=[CH:40][N:39]1OC(N(C)C)=[N+](C)C.C(N(C(C)C)CC)(C)C.CNC. (2) Given the product [CH3:8][O:9][C:10]([C@@H:12]1[CH2:16][C@H:15]([N:17]=[N+:18]=[N-:19])[CH2:14][N:13]1[CH2:26][CH:20]1[CH2:25][CH2:24][CH2:23][CH2:22][CH2:21]1)=[O:11], predict the reactants needed to synthesize it. The reactants are: FC(F)(F)C(O)=O.[CH3:8][O:9][C:10]([C@@H:12]1[CH2:16][C@H:15]([N:17]=[N+:18]=[N-:19])[CH2:14][NH:13]1)=[O:11].[CH:20]1([CH:26]=O)[CH2:25][CH2:24][CH2:23][CH2:22][CH2:21]1.C(O)(=O)C.C(O[BH-](OC(=O)C)OC(=O)C)(=O)C.[Na+]. (3) Given the product [N:9]1[CH:10]=[CH:11][CH:12]=[C:7]([C:5]2[N:16]([C:18]3[CH:19]=[CH:20][C:21]([NH:24][C:25]([CH:27]4[CH2:28][CH2:29][CH2:30][CH2:31][CH2:32]4)=[O:26])=[N:22][CH:23]=3)[N:17]=[C:3]([C:2]([F:15])([F:14])[F:1])[CH:4]=2)[CH:8]=1, predict the reactants needed to synthesize it. The reactants are: [F:1][C:2]([F:15])([F:14])[C:3](=O)[CH2:4][C:5]([C:7]1[CH:8]=[N:9][CH:10]=[CH:11][CH:12]=1)=O.[NH:16]([C:18]1[CH:19]=[CH:20][C:21]([NH:24][C:25]([CH:27]2[CH2:32][CH2:31][CH2:30][CH2:29][CH2:28]2)=[O:26])=[N:22][CH:23]=1)[NH2:17].C(O)(=O)C. (4) Given the product [Cl:1][C:2]1[CH:3]=[C:4]([CH2:35][C:36]([OH:38])=[O:37])[CH:5]=[CH:6][C:7]=1[N:8]1[C:9](=[O:34])[C:10]2[C:11]([O:28][CH2:29][C:30]([F:31])([F:32])[F:33])=[C:12]3[CH:27]=[CH:26][CH:25]=[CH:24][C:13]3=[C:14]([O:18][CH2:19][C:20]([F:21])([F:22])[F:23])[C:15]=2[CH2:16]1, predict the reactants needed to synthesize it. The reactants are: [Cl:1][C:2]1[CH:3]=[C:4]([CH2:35][C:36]([OH:38])=[O:37])[CH:5]=[CH:6][C:7]=1[N:8]1[CH:16](O)[C:15]2[C:14]([O:18][CH2:19][C:20]([F:23])([F:22])[F:21])=[C:13]3[CH:24]=[CH:25][CH:26]=[CH:27][C:12]3=[C:11]([O:28][CH2:29][C:30]([F:33])([F:32])[F:31])[C:10]=2[C:9]1=[O:34].C([SiH](CC)CC)C. (5) Given the product [CH3:1][C:2]1[CH:7]=[C:6]([O:8][CH:9]2[CH2:10][CH2:11][O:12][CH2:13][CH2:14]2)[CH:5]=[CH:4][C:3]=1[C:15]1[C:19]2[CH:20]=[C:21]([CH2:24][O:25][C:26]3[CH:31]=[CH:30][C:29]([C:32]4([CH2:37][C:38]([OH:40])=[O:39])[CH2:35][C:34](=[O:36])[CH2:33]4)=[CH:28][CH:27]=3)[CH:22]=[CH:23][C:18]=2[S:17][CH:16]=1, predict the reactants needed to synthesize it. The reactants are: [CH3:1][C:2]1[CH:7]=[C:6]([O:8][CH:9]2[CH2:14][CH2:13][O:12][CH2:11][CH2:10]2)[CH:5]=[CH:4][C:3]=1[C:15]1[C:19]2[CH:20]=[C:21]([CH2:24][O:25][C:26]3[CH:31]=[CH:30][C:29]([C:32]4([CH2:37][C:38]([O:40]CC)=[O:39])[CH2:35][C:34](=[O:36])[CH2:33]4)=[CH:28][CH:27]=3)[CH:22]=[CH:23][C:18]=2[S:17][CH:16]=1.[OH-].[Na+].Cl. (6) Given the product [F:1][C:2]1[CH:7]=[CH:6][C:5]([N:8]2[CH2:14][CH2:13][CH2:12][CH:11]([C:20]#[N:21])[CH2:10][C:9]2=[O:15])=[CH:4][CH:3]=1, predict the reactants needed to synthesize it. The reactants are: [F:1][C:2]1[CH:7]=[CH:6][C:5]([N:8]2[CH2:14][CH2:13][CH2:12][CH:11]=[CH:10][C:9]2=[O:15])=[CH:4][CH:3]=1.[Si]([C:20]#[N:21])(C)(C)C.